From a dataset of Forward reaction prediction with 1.9M reactions from USPTO patents (1976-2016). Predict the product of the given reaction. (1) The product is: [CH2:20]([O:23][C:24]([C:26]1([CH2:33][CH:34]([CH2:37][CH3:38])[CH2:35][CH3:36])[CH2:31][CH2:30][CH2:29][CH2:28][CH2:27]1)=[O:25])[CH2:21][CH3:22]. Given the reactants C1(NC2CCCCC2)CCCCC1.CCCCCC.[CH2:20]([O:23][C:24]([CH:26]1[CH2:31][CH2:30][CH2:29][CH2:28][CH2:27]1)=[O:25])[CH2:21][CH3:22].Br[CH2:33][CH:34]([CH2:37][CH3:38])[CH2:35][CH3:36].Cl, predict the reaction product. (2) Given the reactants I[C:2]1[CH:7]=[CH:6][C:5]([S:8]([N:11]2[CH2:15][CH2:14][CH2:13][CH2:12]2)(=[O:10])=[O:9])=[CH:4][CH:3]=1.[F:16][C:17]([F:28])([F:27])[C:18]1[C:26]2[CH2:25][CH2:24][CH2:23][CH2:22][C:21]=2[NH:20][N:19]=1, predict the reaction product. The product is: [N:11]1([S:8]([C:5]2[CH:6]=[CH:7][C:2]([N:20]3[C:21]4[CH2:22][CH2:23][CH2:24][CH2:25][C:26]=4[C:18]([C:17]([F:16])([F:28])[F:27])=[N:19]3)=[CH:3][CH:4]=2)(=[O:10])=[O:9])[CH2:15][CH2:14][CH2:13][CH2:12]1.